Dataset: Cav3 T-type calcium channel HTS with 100,875 compounds. Task: Binary Classification. Given a drug SMILES string, predict its activity (active/inactive) in a high-throughput screening assay against a specified biological target. (1) The molecule is O(C(C(=O)NC1CCCCC1)c1ccccc1)C(=O)c1occc1. The result is 0 (inactive). (2) The drug is FC(F)(F)c1cc(Nc2ncc(C(=O)N3CCCC3)cc2)ccc1. The result is 0 (inactive). (3) The compound is O=C1N(C(=O)C2C1C(NC2c1c(O)cc(OC)cc1)(CC(C)C)C(O)=O)CCCC. The result is 0 (inactive). (4) The drug is o1c2c(c(NCC(C)C)c(NC(=O)C)c1=O)cccc2. The result is 0 (inactive). (5) The molecule is S(=O)(=O)(NCC(=O)Nc1ccc(cc1)C(F)(F)F)c1ccc(cc1)C. The result is 0 (inactive). (6) The molecule is O(CC(=O)Nc1c(cccc1)C(OC)=O)C(=O)c1occc1. The result is 0 (inactive). (7) The drug is S(=O)(=O)(N1CCN(CC1)C)c1cc(C(C)C)ccc1OC. The result is 0 (inactive).